This data is from NCI-60 drug combinations with 297,098 pairs across 59 cell lines. The task is: Regression. Given two drug SMILES strings and cell line genomic features, predict the synergy score measuring deviation from expected non-interaction effect. (1) Cell line: SF-268. Drug 2: CC(C)NC(=O)C1=CC=C(C=C1)CNNC.Cl. Drug 1: CS(=O)(=O)OCCCCOS(=O)(=O)C. Synergy scores: CSS=5.00, Synergy_ZIP=-0.742, Synergy_Bliss=0.897, Synergy_Loewe=0.634, Synergy_HSA=0.703. (2) Drug 1: CS(=O)(=O)CCNCC1=CC=C(O1)C2=CC3=C(C=C2)N=CN=C3NC4=CC(=C(C=C4)OCC5=CC(=CC=C5)F)Cl. Drug 2: CN(CCCl)CCCl.Cl. Cell line: OVCAR-5. Synergy scores: CSS=11.0, Synergy_ZIP=-9.70, Synergy_Bliss=-8.14, Synergy_Loewe=-2.64, Synergy_HSA=-2.64. (3) Cell line: HL-60(TB). Synergy scores: CSS=48.4, Synergy_ZIP=-2.21, Synergy_Bliss=-28.2, Synergy_Loewe=-60.9, Synergy_HSA=-30.0. Drug 2: C1CN1P(=S)(N2CC2)N3CC3. Drug 1: CC1=CC2C(CCC3(C2CCC3(C(=O)C)OC(=O)C)C)C4(C1=CC(=O)CC4)C. (4) Drug 1: CC1CCC2CC(C(=CC=CC=CC(CC(C(=O)C(C(C(=CC(C(=O)CC(OC(=O)C3CCCCN3C(=O)C(=O)C1(O2)O)C(C)CC4CCC(C(C4)OC)OCCO)C)C)O)OC)C)C)C)OC. Drug 2: C1C(C(OC1N2C=NC(=NC2=O)N)CO)O. Cell line: RXF 393. Synergy scores: CSS=7.35, Synergy_ZIP=-3.07, Synergy_Bliss=-0.590, Synergy_Loewe=1.59, Synergy_HSA=1.36. (5) Drug 1: C1=NC(=NC(=O)N1C2C(C(C(O2)CO)O)O)N. Drug 2: C#CCC(CC1=CN=C2C(=N1)C(=NC(=N2)N)N)C3=CC=C(C=C3)C(=O)NC(CCC(=O)O)C(=O)O. Cell line: OVCAR-4. Synergy scores: CSS=65.4, Synergy_ZIP=4.17, Synergy_Bliss=2.46, Synergy_Loewe=-24.8, Synergy_HSA=3.03.